Dataset: Tyrosyl-DNA phosphodiesterase HTS with 341,365 compounds. Task: Binary Classification. Given a drug SMILES string, predict its activity (active/inactive) in a high-throughput screening assay against a specified biological target. (1) The compound is O=C(NC1CCN(CC1)C(OCC)=O)CC1N(CCNC1=O)Cc1ccccc1. The result is 0 (inactive). (2) The drug is O=C(c1nnn(c2c(cc([N+]([O-])=O)cc2)C)c1C)C. The result is 0 (inactive). (3) The molecule is S(=O)(=O)(N1CCN(CC1)C(=O)COC(=O)/C=C\c1c(OC)ccc(OC)c1)c1c(cc(cc1)C)C. The result is 0 (inactive). (4) The drug is O(c1c(cccc1)C)CC(=O)Nc1cc2c(oc(=O)cc2)cc1. The result is 0 (inactive).